Dataset: Forward reaction prediction with 1.9M reactions from USPTO patents (1976-2016). Task: Predict the product of the given reaction. (1) Given the reactants [Cl:1][C:2]1[CH:3]=[C:4]([CH:18]=[CH:19][C:20]=1[Cl:21])[O:5][CH:6]1[CH2:11][CH2:10][N:9]([CH:12]2[CH2:17][CH2:16][NH:15][CH2:14][CH2:13]2)[CH2:8][CH2:7]1.[CH3:22][C:23]1[CH:28]=[CH:27][C:26]([S:29]([N:32]=[C:33]=[O:34])(=[O:31])=[O:30])=[CH:25][CH:24]=1.O, predict the reaction product. The product is: [Cl:1][C:2]1[CH:3]=[C:4]([CH:18]=[CH:19][C:20]=1[Cl:21])[O:5][CH:6]1[CH2:7][CH2:8][N:9]([CH:12]2[CH2:13][CH2:14][N:15]([C:33]([NH:32][S:29]([C:26]3[CH:27]=[CH:28][C:23]([CH3:22])=[CH:24][CH:25]=3)(=[O:31])=[O:30])=[O:34])[CH2:16][CH2:17]2)[CH2:10][CH2:11]1. (2) Given the reactants C(P(C(C)(C)C)C1C(C)=C(C)C(C)=C(C)C=1C1C(C(C)C)=CC(C(C)C)=CC=1C(C)C)(C)(C)C.C(=O)([O-])[O-].[Cs+].[Cs+].Cl[C:42]1[CH:57]=[CH:56][C:45]2[C@H:46]3[CH2:54][N:53]([CH3:55])[CH2:52][C@@H:47]3[CH2:48][NH:49][C:50](=[O:51])[C:44]=2[CH:43]=1.[CH2:58]([OH:65])[C:59]1[CH:64]=[CH:63][CH:62]=[CH:61][CH:60]=1.[OH-].[K+], predict the reaction product. The product is: [CH2:58]([O:65][C:42]1[CH:57]=[CH:56][C:45]2[C@H:46]3[CH2:54][N:53]([CH3:55])[CH2:52][C@@H:47]3[CH2:48][NH:49][C:50](=[O:51])[C:44]=2[CH:43]=1)[C:59]1[CH:64]=[CH:63][CH:62]=[CH:61][CH:60]=1. (3) Given the reactants [OH:1][C:2]1[CH:7]=[CH:6][C:5]([C:8]2[CH:9]=[C:10]([C:15]3[CH:16]=[C:17]([CH:21]=[CH:22][CH:23]=3)[C:18](O)=[O:19])[NH:11][C:12](=[O:14])[N:13]=2)=[CH:4][C:3]=1[CH3:24].[CH3:25][O:26][CH2:27][CH2:28][NH2:29].ON1C2C=CC=CC=2N=N1.CCN=C=NCCC[N+](C)(C)C.[I-], predict the reaction product. The product is: [OH:1][C:2]1[CH:7]=[CH:6][C:5]([C:8]2[CH:9]=[C:10]([C:15]3[CH:16]=[C:17]([CH:21]=[CH:22][CH:23]=3)[C:18]([NH:29][CH2:28][CH2:27][O:26][CH3:25])=[O:19])[NH:11][C:12](=[O:14])[N:13]=2)=[CH:4][C:3]=1[CH3:24]. (4) The product is: [I:1][C:9]1[CH:8]=[CH:7][C:6]([N:10]2[CH2:14][C@H:13]([CH2:15][OH:16])[O:12][C:11]2=[O:17])=[CH:5][C:4]=1[F:3]. Given the reactants [I-:1].O.[F:3][C:4]1[CH:5]=[C:6]([N:10]2[CH2:14][C@H:13]([CH2:15][OH:16])[O:12][C:11]2=[O:17])[CH:7]=[CH:8][CH:9]=1, predict the reaction product. (5) Given the reactants [C:1]([O:4][CH2:5][C:6]1[CH:11]=[C:10](OS(C(F)(F)F)(=O)=O)[C:9]([O:20][CH3:21])=[CH:8][N:7]=1)(=[O:3])[CH3:2].[C:22](=O)([O-])[O-].[K+].[K+].CB1OB(C)OB(C)O1.O, predict the reaction product. The product is: [C:1]([O:4][CH2:5][C:6]1[CH:11]=[C:10]([CH3:22])[C:9]([O:20][CH3:21])=[CH:8][N:7]=1)(=[O:3])[CH3:2].